This data is from Forward reaction prediction with 1.9M reactions from USPTO patents (1976-2016). The task is: Predict the product of the given reaction. (1) Given the reactants [CH3:1][C:2](=O)[CH2:3][C:4](=O)[CH3:5].[C:8]([CH2:10][C:11]([NH2:13])=[O:12])#[N:9].C([O-])([O-])=O.[K+].[K+], predict the reaction product. The product is: [CH3:5][C:4]1[CH:3]=[C:2]([CH3:1])[NH:13][C:11](=[O:12])[C:10]=1[C:8]#[N:9]. (2) Given the reactants Cl[CH2:2][CH2:3][O:4][C:5]1[CH:14]=[C:13]2[C:8]([C:9]([NH:15][C:16]3[CH:21]=[CH:20][C:19]([O:22][CH2:23][C:24]4[CH:29]=[CH:28][CH:27]=[C:26]([F:30])[CH:25]=4)=[C:18]([Cl:31])[CH:17]=3)=[N:10][CH:11]=[N:12]2)=[C:7]([O:32][CH:33]2[CH2:37][CH2:36][O:35][CH2:34]2)[CH:6]=1.[NH:38]1[CH2:43][CH2:42][O:41][CH2:40][CH2:39]1, predict the reaction product. The product is: [Cl:31][C:18]1[CH:17]=[C:16]([CH:21]=[CH:20][C:19]=1[O:22][CH2:23][C:24]1[CH:29]=[CH:28][CH:27]=[C:26]([F:30])[CH:25]=1)[NH:15][C:9]1[C:8]2[C:13](=[CH:14][C:5]([O:4][CH2:3][CH2:2][N:38]3[CH2:43][CH2:42][O:41][CH2:40][CH2:39]3)=[CH:6][C:7]=2[O:32][CH:33]2[CH2:37][CH2:36][O:35][CH2:34]2)[N:12]=[CH:11][N:10]=1. (3) Given the reactants N#N.Cl[CH2:4][C:5]1[O:6][CH:7]=[C:8]([CH2:10][O:11][CH2:12][CH3:13])[N:9]=1.[N+:14]([C:17]1[CH:21]=[N:20][NH:19][N:18]=1)([O-:16])=[O:15].CCN(C(C)C)C(C)C, predict the reaction product. The product is: [CH2:12]([O:11][CH2:10][C:8]1[N:9]=[C:5]([CH2:4][N:19]2[N:18]=[C:17]([N+:14]([O-:16])=[O:15])[CH:21]=[N:20]2)[O:6][CH:7]=1)[CH3:13]. (4) Given the reactants [CH3:1][C:2]1[CH:15]=[N:14][C:5]2[NH:6][C:7]3[CH2:8][CH2:9][CH2:10][C:11](=[O:13])[C:12]=3[C:4]=2[CH:3]=1.[Br-:16].[Br-].[Br-].C([N+](CCCC)(CCCC)CCCC)CCC.C([N+](CCCC)(CCCC)CCCC)CCC.C([N+](CCCC)(CCCC)CCCC)CCC.CN(C)C=O, predict the reaction product. The product is: [CH3:1][C:2]1[CH:15]=[N:14][C:5]2[NH:6][C:7]3[CH2:8][CH2:9][CH:10]([Br:16])[C:11](=[O:13])[C:12]=3[C:4]=2[CH:3]=1.